Dataset: Reaction yield outcomes from USPTO patents with 853,638 reactions. Task: Predict the reaction yield, written as a fraction of the theoretical maximum amount of product (1.0 means a 100% yield; for example, 0.34 means a 34% yield). (1) The yield is 0.840. The product is [CH3:37][C@:38]12[CH2:54][CH2:53][C:52](=[O:55])[CH2:51][CH:50]1[CH2:49][C:48](=[O:56])[C@@H:47]1[C@@H:39]2[CH2:40][C:41](=[O:77])[C@@:42]2([CH3:76])[C@H:46]1[CH2:45][CH2:44][C@@H:43]2[C@H:57]([CH3:75])[CH2:58][CH2:59][C:60]([O:62][CH2:63][CH2:64][C:65]([F:74])([F:73])[C:66]([F:71])([F:72])[S:67]([O-:70])(=[O:68])=[O:69])=[O:61].[CH2:2]([C:4]1([O:9][C:10](=[O:36])[CH2:11][O:12][C:13]([C:15]2[CH:16]=[CH:17][C:18]([O:34][CH3:35])=[C:19]([S+:21]3[C:22]4[CH:33]=[CH:32][CH:31]=[CH:30][C:23]=4[C:24]4[CH:29]=[CH:28][CH:27]=[CH:26][C:25]3=4)[CH:20]=2)=[O:14])[CH2:5][CH2:6][CH2:7][CH2:8]1)[CH3:3]. The catalyst is ClCCl. The reactants are [I-].[CH2:2]([C:4]1([O:9][C:10](=[O:36])[CH2:11][O:12][C:13]([C:15]2[CH:16]=[CH:17][C:18]([O:34][CH3:35])=[C:19]([S+:21]3[C:25]4[CH:26]=[CH:27][CH:28]=[CH:29][C:24]=4[C:23]4[CH:30]=[CH:31][CH:32]=[CH:33][C:22]3=4)[CH:20]=2)=[O:14])[CH2:8][CH2:7][CH2:6][CH2:5]1)[CH3:3].[CH3:37][C@:38]12[CH2:54][CH2:53][C:52](=[O:55])[CH2:51][CH:50]1[CH2:49][C:48](=[O:56])[C@@H:47]1[C@@H:39]2[CH2:40][C:41](=[O:77])[C@@:42]2([CH3:76])[C@H:46]1[CH2:45][CH2:44][C@@H:43]2[C@H:57]([CH3:75])[CH2:58][CH2:59][C:60]([O:62][CH2:63][CH2:64][C:65]([F:74])([F:73])[C:66]([F:72])([F:71])[S:67]([O-:70])(=[O:69])=[O:68])=[O:61].[Na+].O. (2) The yield is 0.750. No catalyst specified. The reactants are S([O-])(=O)(=O)[CH3:2].[N-]=[N+:7]=[N-:8].[Na+].C[N:11]([CH:13]=O)C.[CH3:15][C:16](=O)[O:17][CH2:18][CH3:19]. The product is [N:11]([CH2:13][CH2:2][CH:15]1[CH2:19][CH2:18][O:17][CH2:16]1)=[N+:7]=[N-:8]. (3) The reactants are [C:12]([O:11][C:9](O[C:9]([O:11][C:12]([CH3:15])([CH3:14])[CH3:13])=[O:10])=[O:10])([CH3:15])([CH3:14])[CH3:13].[NH2:16][C:17]([C:21]1[CH:26]=[CH:25][CH:24]=[C:23]([Br:27])[CH:22]=1)([CH3:20])[CH2:18][OH:19].C([O-])(O)=O.[Na+].OS([O-])(=O)=O.[K+]. The catalyst is C1COCC1. The product is [C:12]([O:11][C:9](=[O:10])[NH:16][C:17]([C:21]1[CH:26]=[CH:25][CH:24]=[C:23]([Br:27])[CH:22]=1)([CH3:20])[CH2:18][OH:19])([CH3:13])([CH3:14])[CH3:15]. The yield is 0.930. (4) The reactants are [CH3:1][C@H:2]1[N:6]([S:7]([C:10]2[CH:15]=[CH:14][CH:13]=[CH:12][CH:11]=2)(=[O:9])=[O:8])[CH2:5][C@@H:4]([CH2:16][N:17]2[C:25]3[C:20](=[CH:21][C:22]([C:26]4[CH:27]=[N:28][N:29](C5CCCCO5)[CH:30]=4)=[CH:23][CH:24]=3)[CH:19]=[N:18]2)[CH2:3]1.C1(C)C=CC(S(O)(=O)=O)=CC=1.C(=O)(O)[O-].[Na+]. The catalyst is CO.ClCCl. The product is [CH3:1][C@H:2]1[N:6]([S:7]([C:10]2[CH:15]=[CH:14][CH:13]=[CH:12][CH:11]=2)(=[O:8])=[O:9])[CH2:5][C@@H:4]([CH2:16][N:17]2[C:25]3[C:20](=[CH:21][C:22]([C:26]4[CH:27]=[N:28][NH:29][CH:30]=4)=[CH:23][CH:24]=3)[CH:19]=[N:18]2)[CH2:3]1. The yield is 0.790. (5) The reactants are [C:1]([N:5]1[CH:9]=[C:8]([N+:10]([O-])=O)[CH:7]=[N:6]1)([CH3:4])([CH3:3])[CH3:2].[H][H]. The catalyst is CO.[Pd]. The product is [C:1]([N:5]1[CH:9]=[C:8]([NH2:10])[CH:7]=[N:6]1)([CH3:4])([CH3:3])[CH3:2]. The yield is 0.930. (6) The reactants are Cl[C:2]1[N:7]=[C:6]([NH2:8])[CH:5]=[CH:4][N:3]=1.[CH3:9][N:10]1[CH2:15][CH2:14][NH:13][CH2:12][CH2:11]1. The catalyst is CN(C)C=O. The product is [CH3:9][N:10]1[CH2:15][CH2:14][N:13]([C:2]2[N:7]=[C:6]([NH2:8])[CH:5]=[CH:4][N:3]=2)[CH2:12][CH2:11]1. The yield is 0.670. (7) The reactants are [C:1]1([S:7]([N:10]2[C:14]3=[N:15][CH:16]=[C:17]([O:19][CH3:20])[CH:18]=[C:13]3[CH:12]=[C:11]2[C:21](OS(C2C=CC(C)=CC=2)(=O)=O)=[CH:22][CH:23]2[CH2:28][CH2:27][O:26][CH2:25][CH2:24]2)(=[O:9])=[O:8])[CH:6]=[CH:5][CH:4]=[CH:3][CH:2]=1.[CH3:40][S:41]([C:44]1[CH:49]=[CH:48][C:47](B(O)O)=[CH:46][CH:45]=1)(=[O:43])=[O:42].C(=O)([O-])[O-].[Na+].[Na+]. The catalyst is O1CCOCC1.C(OCC)(=O)C.Cl[Pd](Cl)([P](C1C=CC=CC=1)(C1C=CC=CC=1)C1C=CC=CC=1)[P](C1C=CC=CC=1)(C1C=CC=CC=1)C1C=CC=CC=1. The product is [C:1]1([S:7]([N:10]2[C:14]3=[N:15][CH:16]=[C:17]([O:19][CH3:20])[CH:18]=[C:13]3[CH:12]=[C:11]2[C:21]([C:47]2[CH:48]=[CH:49][C:44]([S:41]([CH3:40])(=[O:43])=[O:42])=[CH:45][CH:46]=2)=[CH:22][CH:23]2[CH2:28][CH2:27][O:26][CH2:25][CH2:24]2)(=[O:9])=[O:8])[CH:2]=[CH:3][CH:4]=[CH:5][CH:6]=1. The yield is 0.540.